This data is from Forward reaction prediction with 1.9M reactions from USPTO patents (1976-2016). The task is: Predict the product of the given reaction. (1) Given the reactants [C:1]([O:5][C:6]([N:8]1[CH2:13][CH2:12][O:11][C@H:10]([CH2:14][C:15]2[CH:20]=[CH:19][CH:18]=[C:17](Br)[CH:16]=2)[CH2:9]1)=[O:7])([CH3:4])([CH3:3])[CH3:2].C([Li])(C)(C)C.CN(C)[CH:29]=[O:30].[Cl-].[NH4+], predict the reaction product. The product is: [C:1]([O:5][C:6]([N:8]1[CH2:13][CH2:12][O:11][C@H:10]([CH2:14][C:15]2[CH:20]=[CH:19][CH:18]=[C:17]([CH:29]=[O:30])[CH:16]=2)[CH2:9]1)=[O:7])([CH3:4])([CH3:3])[CH3:2]. (2) Given the reactants [F:1][C:2]([F:25])([F:24])[C:3]1[CH:23]=[CH:22][CH:21]=[CH:20][C:4]=1[CH2:5][CH:6]1[CH2:9][N:8]([C:10]2[N:15]=[N:14][C:13]([C:16]([NH:18][NH2:19])=[O:17])=[CH:12][CH:11]=2)[CH2:7]1.[C:26]([O:29][CH2:30][C:31](Cl)=[O:32])(=[O:28])[CH3:27].O, predict the reaction product. The product is: [C:26]([O:29][CH2:30][C:31](=[O:32])[NH:19][NH:18][C:16]([C:13]1[N:14]=[N:15][C:10]([N:8]2[CH2:9][CH:6]([CH2:5][C:4]3[CH:20]=[CH:21][CH:22]=[CH:23][C:3]=3[C:2]([F:1])([F:24])[F:25])[CH2:7]2)=[CH:11][CH:12]=1)=[O:17])(=[O:28])[CH3:27]. (3) Given the reactants [C:1]([OH:12])(=[O:11])[C:2]1[CH:10]=[CH:9][C:7]([OH:8])=[C:4]([O:5][CH3:6])[CH:3]=1.[N+:13]([O-])([OH:15])=[O:14], predict the reaction product. The product is: [OH:8][C:7]1[C:4]([O:5][CH3:6])=[CH:3][C:2]([C:1]([OH:12])=[O:11])=[CH:10][C:9]=1[N+:13]([O-:15])=[O:14]. (4) Given the reactants [Cl:1][C:2]1[CH:3]=[C:4]([CH:8]=[CH:9][C:10]=1[C:11]([O:13][CH3:14])=[O:12])[C:5]([OH:7])=[O:6].C1N=CN(C(N2C=NC=C2)=O)C=1.[CH3:27][C:28](O)([CH3:30])[CH3:29].C1CCN2C(=NCCC2)CC1, predict the reaction product. The product is: [CH3:14][O:13][C:11](=[O:12])[C:10]1[CH:9]=[CH:8][C:4]([C:5]([O:7][C:28]([CH3:30])([CH3:29])[CH3:27])=[O:6])=[CH:3][C:2]=1[Cl:1]. (5) The product is: [CH2:1]([O:8][C:9]1[CH:10]=[C:11]2[C:15](=[CH:16][CH:17]=1)[NH:14][CH:13]=[C:12]2[CH:21]([N:20]([CH3:19])[CH3:29])[C:22]1[CH:27]=[CH:26][CH:25]=[CH:24][C:23]=1[CH3:28])[C:2]1[CH:3]=[CH:4][CH:5]=[CH:6][CH:7]=1. Given the reactants [CH2:1]([O:8][C:9]1[CH:10]=[C:11]2[C:15](=[CH:16][CH:17]=1)[NH:14][CH:13]=[CH:12]2)[C:2]1[CH:7]=[CH:6][CH:5]=[CH:4][CH:3]=1.[Cl-].[CH3:19][N+:20]([CH3:29])=[CH:21][C:22]1[CH:27]=[CH:26][CH:25]=[CH:24][C:23]=1[CH3:28], predict the reaction product.